This data is from Full USPTO retrosynthesis dataset with 1.9M reactions from patents (1976-2016). The task is: Predict the reactants needed to synthesize the given product. (1) The reactants are: [CH3:1][C:2]1[CH:11]=[CH:10][C:9]2[C:4](=[CH:5][CH:6]=[C:7]3[O:15][CH2:14][CH:13]([CH2:16][OH:17])[O:12][C:8]3=2)[N:3]=1.[S:18](Cl)([C:21]1[CH:27]=[CH:26][C:24]([CH3:25])=[CH:23][CH:22]=1)(=[O:20])=[O:19].C(N(CC)CC)C.C(Cl)(Cl)Cl. Given the product [CH3:25][C:24]1[CH:26]=[CH:27][C:21]([S:18]([O:17][CH2:16][CH:13]2[O:12][C:8]3=[C:9]4[C:4](=[CH:5][CH:6]=[C:7]3[O:15][CH2:14]2)[N:3]=[C:2]([CH3:1])[CH:11]=[CH:10]4)(=[O:20])=[O:19])=[CH:22][CH:23]=1, predict the reactants needed to synthesize it. (2) Given the product [CH3:1][N:2]([CH3:15])[C:3]1[N:7]=[C:6]2[CH:8]=[CH:9][CH:10]=[CH:11][CH:12]=[C:5]2[C:4]=1/[CH:13]=[C:18]1/[C:17](=[O:25])[NH:16][C:24]2[C:19]/1=[CH:20][CH:21]=[CH:22][CH:23]=2.[CH3:27][CH:28]([OH:14])[CH3:29], predict the reactants needed to synthesize it. The reactants are: [CH3:1][N:2]([CH3:15])[C:3]1[N:7]=[C:6]2[CH:8]=[CH:9][CH:10]=[CH:11][CH:12]=[C:5]2[C:4]=1[CH:13]=[O:14].[NH:16]1[C:24]2[C:19](=[CH:20][CH:21]=[CH:22][CH:23]=2)[CH2:18][C:17]1=[O:25].N1CC[CH2:29][CH2:28][CH2:27]1. (3) Given the product [CH2:15]([N:11]1[C:12]2[C:7](=[C:6]([OH:33])[C:5]([C:3]([NH:34][CH2:35][CH2:36][C:37]([OH:39])=[O:38])=[O:4])=[N:14][CH:13]=2)[CH:8]=[C:9]([C:23]2[CH:28]=[CH:27][C:26]([S:29]([CH3:32])(=[O:31])=[O:30])=[CH:25][CH:24]=2)[C:10]1=[O:22])[C:16]1[CH:17]=[CH:18][CH:19]=[CH:20][CH:21]=1, predict the reactants needed to synthesize it. The reactants are: CO[C:3]([C:5]1[C:6]([OH:33])=[C:7]2[C:12](=[CH:13][N:14]=1)[N:11]([CH2:15][C:16]1[CH:21]=[CH:20][CH:19]=[CH:18][CH:17]=1)[C:10](=[O:22])[C:9]([C:23]1[CH:28]=[CH:27][C:26]([S:29]([CH3:32])(=[O:31])=[O:30])=[CH:25][CH:24]=1)=[CH:8]2)=[O:4].[NH2:34][CH2:35][CH2:36][C:37]([OH:39])=[O:38].C[O-].[Na+]. (4) Given the product [Cl:47][C:44]1[S:43][C:42]([C:40]([NH:39][CH2:38][C@@H:36]2[O:35][C:34](=[O:48])[N:33]([C:30]3[CH:31]=[CH:32][C:27]([N:23]4[CH2:24][CH2:25][CH2:26][N:21]([CH2:20][CH2:19][OH:18])[C:22]4=[O:53])=[C:28]([C:49]([F:51])([F:50])[F:52])[CH:29]=3)[CH2:37]2)=[O:41])=[CH:46][CH:45]=1, predict the reactants needed to synthesize it. The reactants are: [Si]([O:18][CH2:19][CH2:20][N:21]1[CH2:26][CH2:25][CH2:24][N:23]([C:27]2[CH:32]=[CH:31][C:30]([N:33]3[CH2:37][C@H:36]([CH2:38][NH:39][C:40]([C:42]4[S:43][C:44]([Cl:47])=[CH:45][CH:46]=4)=[O:41])[O:35][C:34]3=[O:48])=[CH:29][C:28]=2[C:49]([F:52])([F:51])[F:50])[C:22]1=[O:53])(C(C)(C)C)(C1C=CC=CC=1)C1C=CC=CC=1.[F-].C([N+](CCCC)(CCCC)CCCC)CCC. (5) Given the product [F:25][C:19]1[CH:20]=[C:21]([F:24])[CH:22]=[CH:23][C:18]=1[O:17][C:14]1[N:13]=[C:12]2[NH:57][N:58]=[C:9]([NH:8][C@H:6]([CH3:7])[CH2:5][S:2]([CH3:1])(=[O:4])=[O:3])[C:11]2=[CH:16][N:15]=1, predict the reactants needed to synthesize it. The reactants are: [CH3:1][S:2]([CH2:5][C@H:6]([NH:8][C:9]([C:11]1[C:12](OC2C=CC(F)=CC=2F)=[N:13][C:14]([O:17][C:18]2[CH:23]=[CH:22][C:21]([F:24])=[CH:20][C:19]=2[F:25])=[N:15][CH:16]=1)=O)[CH3:7])(=[O:4])=[O:3].N1C(C)=CC=CC=1C.FC(F)(F)C(OC(=O)C(F)(F)F)=O.C(OC(C)(C)C)(=O)[NH:57][NH2:58]. (6) The reactants are: [Cl:1][C:2]1[CH:7]=[C:6]([C:8]([F:11])([F:10])[F:9])[CH:5]=[CH:4][C:3]=1[NH:12]N.O.Cl.[NH:16]1[CH2:21][CH2:20][C:19](=O)[CH2:18][CH2:17]1. Given the product [Cl:1][C:2]1[C:3]2[NH:12][C:19]3[CH2:20][CH2:21][NH:16][CH2:17][C:18]=3[C:4]=2[CH:5]=[C:6]([C:8]([F:11])([F:10])[F:9])[CH:7]=1, predict the reactants needed to synthesize it.